The task is: Predict the product of the given reaction.. This data is from Forward reaction prediction with 1.9M reactions from USPTO patents (1976-2016). (1) The product is: [CH3:12][O:13][C:4]([C:3]1[CH:7]=[CH:8][C:9]([F:11])=[CH:10][C:2]=1[F:1])=[O:5]. Given the reactants [F:1][C:2]1[CH:10]=[C:9]([F:11])[CH:8]=[CH:7][C:3]=1[C:4](Cl)=[O:5].[CH3:12][OH:13], predict the reaction product. (2) The product is: [F:24][C:20]1[CH:19]=[CH:18][C:17]([F:25])=[C:16]2[C:21]=1[CH2:22][N:10]([S:7]([C:4]1[CH:3]=[CH:2][C:1]([CH3:11])=[CH:6][CH:5]=1)(=[O:8])=[O:9])[CH2:15]2. Given the reactants [C:1]1([CH3:11])[CH:6]=[CH:5][C:4]([S:7]([NH2:10])(=[O:9])=[O:8])=[CH:3][CH:2]=1.[H-].[Na+].Br[CH2:15][C:16]1[C:21]([CH2:22]Br)=[C:20]([F:24])[CH:19]=[CH:18][C:17]=1[F:25], predict the reaction product. (3) Given the reactants [OH:1][C:2]([C:5]1[O:9][N:8]=[C:7]([C:10]([O:12]CC)=[O:11])[CH:6]=1)([CH3:4])[CH3:3].C(=O)([O-])[O-].[Cs+].[Cs+], predict the reaction product. The product is: [OH:1][C:2]([C:5]1[O:9][N:8]=[C:7]([C:10]([OH:12])=[O:11])[CH:6]=1)([CH3:4])[CH3:3]. (4) Given the reactants [Cl:1][C:2]1[CH:23]=[CH:22][C:5]([O:6][C:7]2[CH:12]=[CH:11][CH:10]=[CH:9][C:8]=2[NH:13][C:14]([CH:16]2[CH2:21][CH2:20][NH:19][CH2:18][CH2:17]2)=[O:15])=[CH:4][CH:3]=1.N1C=CC=CC=1.[C:30](Cl)(=[O:37])[C:31]1[CH:36]=[CH:35][CH:34]=[CH:33][CH:32]=1, predict the reaction product. The product is: [Cl:1][C:2]1[CH:23]=[CH:22][C:5]([O:6][C:7]2[CH:12]=[CH:11][CH:10]=[CH:9][C:8]=2[NH:13][C:14]([CH:16]2[CH2:17][CH2:18][N:19]([C:30](=[O:37])[C:31]3[CH:36]=[CH:35][CH:34]=[CH:33][CH:32]=3)[CH2:20][CH2:21]2)=[O:15])=[CH:4][CH:3]=1.